From a dataset of Full USPTO retrosynthesis dataset with 1.9M reactions from patents (1976-2016). Predict the reactants needed to synthesize the given product. (1) The reactants are: [OH:1][C@@:2]1([C:9]#[C:10][C:11]2[CH:12]=[C:13]([C:17]3[N:22]=[C:21]([C:23]([O:25]C)=O)[CH:20]=[C:19]([N:27]4[CH:31]=[C:30]([CH3:32])[CH:29]=[N:28]4)[N:18]=3)[CH:14]=[CH:15][CH:16]=2)[CH2:6][CH2:5][N:4]([CH3:7])[C:3]1=[O:8].[NH3:33]. Given the product [OH:1][C@@:2]1([C:9]#[C:10][C:11]2[CH:12]=[C:13]([C:17]3[N:22]=[C:21]([C:23]([NH2:33])=[O:25])[CH:20]=[C:19]([N:27]4[CH:31]=[C:30]([CH3:32])[CH:29]=[N:28]4)[N:18]=3)[CH:14]=[CH:15][CH:16]=2)[CH2:6][CH2:5][N:4]([CH3:7])[C:3]1=[O:8], predict the reactants needed to synthesize it. (2) Given the product [N:1]1([C:7]2[CH:12]=[C:11]([O:13][C:15]3[N:16]=[C:17]([OH:25])[C:18]4[CH:24]=[CH:23][N:22]=[CH:21][C:19]=4[N:20]=3)[CH:10]=[CH:9][N:8]=2)[CH2:2][CH2:3][O:4][CH2:5][CH2:6]1, predict the reactants needed to synthesize it. The reactants are: [N:1]1([C:7]2[CH:12]=[C:11]([OH:13])[CH:10]=[CH:9][N:8]=2)[CH2:6][CH2:5][O:4][CH2:3][CH2:2]1.Cl[C:15]1[N:16]=[C:17]([OH:25])[C:18]2[CH:24]=[CH:23][N:22]=[CH:21][C:19]=2[N:20]=1. (3) Given the product [NH:3](/[CH:2]=[CH:10]/[CH:11]=[CH:1]/[C:2]1[C:10]([CH3:19])([CH2:11][CH2:12][CH2:13][CH2:14][S:15]([OH:18])(=[O:16])=[O:17])[C:9]2[C:4](=[CH:5][CH:6]=[C:7]([S:20]([O-:23])(=[O:22])=[O:21])[CH:8]=2)[N+:3]=1[CH2:24][CH2:25][CH2:26][CH2:27][S:28]([OH:31])(=[O:29])=[O:30])[C:4]1[CH:9]=[CH:8][CH:7]=[CH:6][CH:5]=1, predict the reactants needed to synthesize it. The reactants are: [CH3:1][C:2]1[C:10]([CH3:19])([CH2:11][CH2:12][CH2:13][CH2:14][S:15]([O-:18])(=[O:17])=[O:16])[C:9]2[C:4](=[CH:5][CH:6]=[C:7]([S:20]([O-:23])(=[O:22])=[O:21])[CH:8]=2)[N+:3]=1[CH2:24][CH2:25][CH2:26][CH2:27][S:28]([O-:31])(=[O:30])=[O:29].[Na+].[Na+].Cl. (4) Given the product [C:45]([O:44][C:43](=[O:49])[NH:42][C@H:39]1[CH2:40][CH2:41][C@@H:36]([NH:35][C:32]([C:20]2[C:16]3[N:17]=[CH:18][N:19]=[C:14]([C:7]4[CH:8]=[CH:9][C:10]([O:12][CH3:13])=[CH:11][C:6]=4[O:5][CH2:4][CH:1]4[CH2:2][CH2:3]4)[C:15]=3[N:22]([CH2:23][O:24][CH2:25][CH2:26][Si:27]([CH3:28])([CH3:30])[CH3:29])[C:21]=2[CH3:31])=[O:33])[CH2:37][CH2:38]1)([CH3:46])([CH3:48])[CH3:47], predict the reactants needed to synthesize it. The reactants are: [CH:1]1([CH2:4][O:5][C:6]2[CH:11]=[C:10]([O:12][CH3:13])[CH:9]=[CH:8][C:7]=2[C:14]2[C:15]3[N:22]([CH2:23][O:24][CH2:25][CH2:26][Si:27]([CH3:30])([CH3:29])[CH3:28])[C:21]([CH3:31])=[C:20]([C:32](O)=[O:33])[C:16]=3[N:17]=[CH:18][N:19]=2)[CH2:3][CH2:2]1.[NH2:35][C@@H:36]1[CH2:41][CH2:40][C@H:39]([NH:42][C:43](=[O:49])[O:44][C:45]([CH3:48])([CH3:47])[CH3:46])[CH2:38][CH2:37]1. (5) Given the product [CH2:1]([O:3][C:4]([C:6]1[CH:11]=[C:10]([O:12][S:30]([C:29]([F:42])([F:41])[F:28])(=[O:32])=[O:31])[CH:9]=[C:8]([CH2:13][O:14][CH:15]2[CH2:20][CH2:19][CH2:18][CH2:17][O:16]2)[N:7]=1)=[O:5])[CH3:2], predict the reactants needed to synthesize it. The reactants are: [CH2:1]([O:3][C:4]([C:6]1[CH:11]=[C:10]([OH:12])[CH:9]=[C:8]([CH2:13][O:14][CH:15]2[CH2:20][CH2:19][CH2:18][CH2:17][O:16]2)[N:7]=1)=[O:5])[CH3:2].C(N(CC)CC)C.[F:28][C:29]([F:42])([F:41])[S:30](O[S:30]([C:29]([F:42])([F:41])[F:28])(=[O:32])=[O:31])(=[O:32])=[O:31].C(=O)([O-])O.[Na+]. (6) Given the product [CH2:36]([CH:43]1[CH2:48][CH2:47][CH2:46][N:45]([C:23]([NH:2][C@H:3]2[CH2:9][O:8][C:7]3[CH:10]=[CH:11][CH:12]=[CH:13][C:6]=3[N:5]([CH3:14])[C:4]2=[O:15])=[O:24])[CH2:44]1)[C:37]1[CH:42]=[CH:41][CH:40]=[CH:39][CH:38]=1, predict the reactants needed to synthesize it. The reactants are: Cl.[NH2:2][C@H:3]1[CH2:9][O:8][C:7]2[CH:10]=[CH:11][CH:12]=[CH:13][C:6]=2[N:5]([CH3:14])[C:4]1=[O:15].CCN(CC)CC.[C:23](Cl)(=O)[O:24]C1C=CC([N+]([O-])=O)=CC=1.[CH2:36]([CH:43]1[CH2:48][CH2:47][CH2:46][NH:45][CH2:44]1)[C:37]1[CH:42]=[CH:41][CH:40]=[CH:39][CH:38]=1. (7) The reactants are: FC(F)(F)[C:3]([N:5]([C:7]1[S:11][C:10]([C:12]2[CH:13]=[N:14][CH:15]=[C:16]([F:18])[CH:17]=2)=[N:9][CH:8]=1)C)=O.[OH-:21].[Na+].[C:23](OCC)(=O)C.[CH3:29][C:30]([CH3:36])([CH2:34]C)[C:31](Cl)=[S:32]. Given the product [F:18][C:16]1[CH:17]=[C:12]([C:10]2[S:11][C:7]([N:5]([CH3:3])[C:34](=[O:21])[C:30]([CH3:36])([CH3:29])[CH2:31][S:32][CH3:23])=[CH:8][N:9]=2)[CH:13]=[N:14][CH:15]=1, predict the reactants needed to synthesize it.